Predict the product of the given reaction. From a dataset of Forward reaction prediction with 1.9M reactions from USPTO patents (1976-2016). Given the reactants [CH3:1][N:2]1[CH2:6][CH2:5][CH2:4][C:3]1=O.Cl[C:9]1[N:10]([CH2:31][C:32]([F:35])([F:34])[F:33])[C:11]2[C:16]([N:17]=1)=[C:15]([N:18]1[CH2:23][CH2:22][O:21][CH2:20][CH2:19]1)[N:14]=[C:13]([C:24]1[CH:25]=[N:26][C:27]([NH2:30])=[N:28][CH:29]=1)[N:12]=2.[CH:36]([N:39](C(C)C)CC)(C)C, predict the reaction product. The product is: [CH2:4]1[C:5]2([CH2:6][N:2]([C:9]3[N:10]([CH2:31][C:32]([F:35])([F:34])[F:33])[C:11]4[C:16]([N:17]=3)=[C:15]([N:18]3[CH2:19][CH2:20][O:21][CH2:22][CH2:23]3)[N:14]=[C:13]([C:24]3[CH:29]=[N:28][C:27]([NH2:30])=[N:26][CH:25]=3)[N:12]=4)[CH2:1][CH2:36][NH:39]2)[CH2:3]1.